This data is from CYP2C19 inhibition data for predicting drug metabolism from PubChem BioAssay. The task is: Regression/Classification. Given a drug SMILES string, predict its absorption, distribution, metabolism, or excretion properties. Task type varies by dataset: regression for continuous measurements (e.g., permeability, clearance, half-life) or binary classification for categorical outcomes (e.g., BBB penetration, CYP inhibition). Dataset: cyp2c19_veith. (1) The drug is CC(C)(C)NC(=O)C(c1ccccn1)N(C(=O)C1CSC(=O)C1)c1ccc(F)cc1. The result is 0 (non-inhibitor). (2) The molecule is N=C(N)N1CCc2ccccc2C1. The result is 0 (non-inhibitor).